This data is from Reaction yield outcomes from USPTO patents with 853,638 reactions. The task is: Predict the reaction yield, written as a fraction of the theoretical maximum amount of product (1.0 means a 100% yield; for example, 0.34 means a 34% yield). The reactants are C([N:8]1[CH2:12][C@@H:11]([F:13])[C@H:10]([NH:14][C:15](=[O:22])[CH2:16][CH2:17][S:18]([CH3:21])(=[O:20])=[O:19])[CH2:9]1)C1C=CC=CC=1. The catalyst is [OH-].[Pd+2].[OH-].CO. The product is [F:13][C@@H:11]1[CH2:12][NH:8][CH2:9][C@H:10]1[NH:14][C:15](=[O:22])[CH2:16][CH2:17][S:18]([CH3:21])(=[O:19])=[O:20]. The yield is 0.900.